From a dataset of Forward reaction prediction with 1.9M reactions from USPTO patents (1976-2016). Predict the product of the given reaction. (1) Given the reactants [C:1]1([C:7]2[CH:11]=[C:10]([C:12]([OH:14])=O)[O:9][N:8]=2)[CH:6]=[CH:5][CH:4]=[CH:3][CH:2]=1.Cl.C(N=C=NCCCN(C)C)C.O.ON1C2C=CC=CC=2N=N1.C(N(C(C)C)CC)(C)C.FC(F)(F)C(O)=O.[Cl:54][C:55]1[CH:70]=[CH:69][C:58]([C:59]([NH:61][CH2:62][CH:63]2[CH2:68][CH2:67][NH:66][CH2:65][CH2:64]2)=[O:60])=[CH:57][C:56]=1[O:71][CH3:72], predict the reaction product. The product is: [Cl:54][C:55]1[CH:70]=[CH:69][C:58]([C:59]([NH:61][CH2:62][CH:63]2[CH2:64][CH2:65][N:66]([C:12]([C:10]3[O:9][N:8]=[C:7]([C:1]4[CH:2]=[CH:3][CH:4]=[CH:5][CH:6]=4)[CH:11]=3)=[O:14])[CH2:67][CH2:68]2)=[O:60])=[CH:57][C:56]=1[O:71][CH3:72]. (2) Given the reactants [OH:1][C:2]1[CH:7]=[C:6]([O:8][CH2:9][O:10][CH2:11][CH2:12][Si:13]([CH3:16])([CH3:15])[CH3:14])[CH:5]=[CH:4][C:3]=1[C:17](=O)[CH3:18].[CH3:20][O:21][C:22]1[N:27]=[C:26]([O:28][CH3:29])[C:25]([CH2:30][C:31](O)=[O:32])=[CH:24][N:23]=1, predict the reaction product. The product is: [CH3:20][O:21][C:22]1[N:27]=[C:26]([O:28][CH3:29])[C:25]([C:30]2[C:31](=[O:32])[O:1][C:2]3[C:3]([C:17]=2[CH3:18])=[CH:4][CH:5]=[C:6]([O:8][CH2:9][O:10][CH2:11][CH2:12][Si:13]([CH3:16])([CH3:15])[CH3:14])[CH:7]=3)=[CH:24][N:23]=1. (3) Given the reactants [Br:1][C:2]1[CH:3]=[CH:4][C:5]2[O:9][C:8]([NH:10][C@H:11]([C:33]([O:35]C(C)(C)C)=[O:34])[CH2:12][NH:13][C:14](=[O:32])[C:15]3[CH:20]=[CH:19][C:18]([CH2:21][CH2:22][C:23](=[O:31])[NH:24][C:25]4[NH:26][CH2:27][CH2:28][CH2:29][N:30]=4)=[CH:17][CH:16]=3)=[N:7][C:6]=2[CH:40]=1.C(O)(C(F)(F)F)=O, predict the reaction product. The product is: [Br:1][C:2]1[CH:3]=[CH:4][C:5]2[O:9][C:8]([NH:10][C@H:11]([C:33]([OH:35])=[O:34])[CH2:12][NH:13][C:14](=[O:32])[C:15]3[CH:16]=[CH:17][C:18]([CH2:21][CH2:22][C:23](=[O:31])[NH:24][C:25]4[NH:26][CH2:27][CH2:28][CH2:29][N:30]=4)=[CH:19][CH:20]=3)=[N:7][C:6]=2[CH:40]=1. (4) The product is: [CH3:1][O:3][C:4](=[O:29])[CH:5]([CH3:28])[CH2:6][CH2:7][CH2:8][C:9]1[CH:18]=[CH:17][C:16]2[C:11](=[CH:12][C:13]([N:20]3[CH2:24][C:23](=[O:25])[NH:22][S:21]3(=[O:26])=[O:27])=[C:14]([OH:19])[CH:15]=2)[CH:10]=1. Given the reactants [CH2:1]([O:3][C:4](=[O:29])[CH:5]([CH3:28])[CH2:6][CH2:7][CH2:8][C:9]1[CH:18]=[CH:17][C:16]2[C:11](=[CH:12][C:13]([N:20]3[CH2:24][C:23](=[O:25])[NH:22][S:21]3(=[O:27])=[O:26])=[C:14]([OH:19])[CH:15]=2)[CH:10]=1)C, predict the reaction product.